This data is from Catalyst prediction with 721,799 reactions and 888 catalyst types from USPTO. The task is: Predict which catalyst facilitates the given reaction. (1) Reactant: [Li][CH2:2]CCC.CC(C)=O.C(=O)=O.[CH:13]1[C:18]([CH:19]=[O:20])=[CH:17][C:16]2[O:21][CH2:22][O:23][C:15]=2[CH:14]=1.CI.Cl. Product: [CH3:2][C:17]1[C:16]2[O:21][CH2:22][O:23][C:15]=2[CH:14]=[CH:13][C:18]=1[CH:19]=[O:20]. The catalyst class is: 1. (2) Reactant: [OH:1][C:2]1[CH:3]=[C:4]([C:12]([O:14][CH3:15])=[O:13])[CH:5]=[C:6]([CH:11]=1)[C:7]([O:9][CH3:10])=[O:8].[N:16]([CH2:19][CH2:20][CH2:21][CH2:22][CH2:23][CH2:24]OS(C1C=CC(C)=CC=1)(=O)=O)=[N+:17]=[N-:18].C([O-])([O-])=O.[K+].[K+].O. The catalyst class is: 3. Product: [CH3:10][O:9][C:7](=[O:8])[C:6]1[CH:11]=[C:2]([O:1][CH2:24][CH2:23][CH2:22][CH2:21][CH2:20][CH2:19][N:16]=[N+:17]=[N-:18])[CH:3]=[C:4]([C:12]([O:14][CH3:15])=[O:13])[CH:5]=1. (3) Reactant: [CH3:1][O:2][C:3]1[C:4]([N+:12]([O-:14])=[O:13])=[C:5]([CH:9]=[CH:10][CH:11]=1)[C:6]([OH:8])=O.[NH2:15][C:16]1[CH:21]=[CH:20][C:19]([Cl:22])=[CH:18][N:17]=1.O=P(Cl)(Cl)Cl. Product: [Cl:22][C:19]1[CH:20]=[CH:21][C:16]([NH:15][C:6]([C:5]2[CH:9]=[CH:10][CH:11]=[C:3]([O:2][CH3:1])[C:4]=2[N+:12]([O-:14])=[O:13])=[O:8])=[N:17][CH:18]=1. The catalyst class is: 17. (4) Reactant: Br[C:2]1[N:3]=[C:4]2[C:9](=[N:10][CH:11]=1)[N:8]=[CH:7][N:6]([CH3:12])[C:5]2=[O:13].[N:14]1([C:20]([O:22][C:23]([CH3:26])([CH3:25])[CH3:24])=[O:21])[CH2:19][CH2:18][NH:17][CH2:16][CH2:15]1. Product: [CH3:12][N:6]1[C:5](=[O:13])[C:4]2[C:9](=[N:10][CH:11]=[C:2]([N:17]3[CH2:16][CH2:15][N:14]([C:20]([O:22][C:23]([CH3:26])([CH3:25])[CH3:24])=[O:21])[CH2:19][CH2:18]3)[N:3]=2)[N:8]=[CH:7]1. The catalyst class is: 141.